This data is from Full USPTO retrosynthesis dataset with 1.9M reactions from patents (1976-2016). The task is: Predict the reactants needed to synthesize the given product. Given the product [C:4]1([C:8]2[CH:13]=[CH:12][C:11]([C:14]3[CH:19]=[CH:18][CH:17]=[CH:16][CH:15]=3)=[CH:10][CH:9]=2)[CH:5]=[CH:6][CH:7]=[C:2]([B:23]2[O:24][C:25]([CH3:27])([CH3:26])[C:21]([CH3:37])([CH3:20])[O:22]2)[CH:3]=1, predict the reactants needed to synthesize it. The reactants are: Cl[C:2]1[CH:3]=[C:4]([C:8]2[CH:13]=[CH:12][C:11]([C:14]3[CH:19]=[CH:18][CH:17]=[CH:16][CH:15]=3)=[CH:10][CH:9]=2)[CH:5]=[CH:6][CH:7]=1.[CH3:20][C:21]1([CH3:37])[C:25]([CH3:27])([CH3:26])[O:24][B:23]([B:23]2[O:24][C:25]([CH3:27])([CH3:26])[C:21]([CH3:37])([CH3:20])[O:22]2)[O:22]1.COC1C=CC=C(OC)C=1C1C=CC=CC=1P(C1CCCCC1)C1CCCCC1.[O-]P([O-])([O-])=O.[K+].[K+].[K+].